From a dataset of Reaction yield outcomes from USPTO patents with 853,638 reactions. Predict the reaction yield, written as a fraction of the theoretical maximum amount of product (1.0 means a 100% yield; for example, 0.34 means a 34% yield). (1) The reactants are [N:1]1[S:2][N:3]=[C:4]2[CH:9]=[C:8]([C:10](=[O:17])[C:11]#[C:12][C:13](O)([CH3:15])[CH3:14])[CH:7]=[CH:6][C:5]=12.C(NCC)C.C([OH:25])C. No catalyst specified. The product is [N:1]1[S:2][N:3]=[C:4]2[CH:9]=[C:8]([C:10]3[O:17][C:13]([CH3:14])([CH3:15])[C:12](=[O:25])[CH:11]=3)[CH:7]=[CH:6][C:5]=12. The yield is 0.830. (2) The catalyst is ClCCl.[NH4+].[O-][V](=O)=O.[Pt]. The reactants are [Br:1][C:2]1[CH:3]=[C:4]([N+:18]([O-])=O)[C:5]([N:8]2[CH2:12][CH2:11][CH2:10][C@H:9]2[C:13](OCC)=[O:14])=[N:6][CH:7]=1.P(OC1C=CC=CC=1)(OC1C=CC=CC=1)OC1C=CC=CC=1. The product is [Br:1][C:2]1[CH:7]=[N:6][C:5]2[N:8]3[CH2:12][CH2:11][CH2:10][C@H:9]3[C:13](=[O:14])[NH:18][C:4]=2[CH:3]=1. The yield is 0.428. (3) The reactants are CO[C:3](=[O:28])[C:4]1[CH:9]=[CH:8][C:7]([O:10][CH2:11][C:12]2[C:13]([C:21]3[CH:26]=[CH:25][C:24]([F:27])=[CH:23][CH:22]=3)=[N:14][O:15][C:16]=2[C:17]([F:20])([F:19])[F:18])=[N:6][CH:5]=1.[CH2:29]([CH2:31][NH2:32])[OH:30]. No catalyst specified. The product is [F:27][C:24]1[CH:25]=[CH:26][C:21]([C:13]2[C:12]([CH2:11][O:10][C:7]3[CH:8]=[CH:9][C:4]([C:3]([NH:32][CH2:31][CH2:29][OH:30])=[O:28])=[CH:5][N:6]=3)=[C:16]([C:17]([F:18])([F:20])[F:19])[O:15][N:14]=2)=[CH:22][CH:23]=1. The yield is 0.180. (4) The reactants are [Br:1][C:2]1[CH:3]=[CH:4][C:5](=[O:8])[NH:6][CH:7]=1.C([O-])([O-])=O.[K+].[K+].Br[CH2:16][C:17]([O:19][CH2:20][CH3:21])=[O:18]. The catalyst is CN(C=O)C. The product is [Br:1][C:2]1[CH:3]=[CH:4][C:5](=[O:8])[N:6]([CH2:16][C:17]([O:19][CH2:20][CH3:21])=[O:18])[CH:7]=1. The yield is 0.577. (5) The reactants are S([N:11]1[C:15]2[N:16]=[CH:17][C:18]3[N:19]([C:20]([C@@H:23]4[CH2:27][CH2:26][C@@H:25]([NH:28][C:29]5[CH:34]=[CH:33][CH:32]=[CH:31][CH:30]=5)[CH2:24]4)=[N:21][N:22]=3)[C:14]=2[CH:13]=[CH:12]1)(C1C=CC(C)=CC=1)(=O)=O.[OH-].[Na+].CC(O)=O. The catalyst is O1CCOCC1. The product is [C:20]1([C@@H:23]2[CH2:27][CH2:26][C@@H:25]([NH:28][C:29]3[CH:34]=[CH:33][CH:32]=[CH:31][CH:30]=3)[CH2:24]2)[N:19]2[C:14]3[CH:13]=[CH:12][NH:11][C:15]=3[N:16]=[CH:17][C:18]2=[N:22][N:21]=1. The yield is 0.740.